This data is from Reaction yield outcomes from USPTO patents with 853,638 reactions. The task is: Predict the reaction yield, written as a fraction of the theoretical maximum amount of product (1.0 means a 100% yield; for example, 0.34 means a 34% yield). (1) The reactants are [Cl-].O[NH3+:3].[C:4](=[O:7])([O-])[OH:5].[Na+].CS(C)=O.[CH2:13]([C:17]1[N:22]2[N:23]=[C:24]([CH3:26])[N:25]=[C:21]2[N:20]([CH:27]2[CH2:32][CH2:31][O:30][CH2:29][CH2:28]2)[C:19](=[O:33])[C:18]=1[CH2:34][C:35]1[CH:40]=[CH:39][C:38]([C:41]2[C:42]([C:47]#[N:48])=[CH:43][CH:44]=[CH:45][CH:46]=2)=[CH:37][C:36]=1[F:49])[CH2:14][CH2:15][CH3:16]. The catalyst is C(OCC)(=O)C. The product is [CH2:13]([C:17]1[N:22]2[N:23]=[C:24]([CH3:26])[N:25]=[C:21]2[N:20]([CH:27]2[CH2:28][CH2:29][O:30][CH2:31][CH2:32]2)[C:19](=[O:33])[C:18]=1[CH2:34][C:35]1[CH:40]=[CH:39][C:38]([C:41]2[CH:46]=[CH:45][CH:44]=[CH:43][C:42]=2[C:47]2[NH:3][C:4](=[O:7])[O:5][N:48]=2)=[CH:37][C:36]=1[F:49])[CH2:14][CH2:15][CH3:16]. The yield is 0.570. (2) The reactants are [NH2:1][CH2:2][CH2:3][C:4]1[CH:9]=[CH:8][C:7]([OH:10])=[CH:6][C:5]=1[Cl:11].CN(C=O)C.[C:17](O[C:17]([O:19][C:20]([CH3:23])([CH3:22])[CH3:21])=[O:18])([O:19][C:20]([CH3:23])([CH3:22])[CH3:21])=[O:18]. The catalyst is C1COCC1. The product is [C:20]([O:19][C:17](=[O:18])[NH:1][CH2:2][CH2:3][C:4]1[CH:9]=[CH:8][C:7]([OH:10])=[CH:6][C:5]=1[Cl:11])([CH3:23])([CH3:22])[CH3:21]. The yield is 0.680.